Task: Predict the reactants needed to synthesize the given product.. Dataset: Full USPTO retrosynthesis dataset with 1.9M reactions from patents (1976-2016) The reactants are: [C:1]1([CH3:15])[CH:6]=[CH:5][CH:4]=[CH:3][C:2]=1[CH2:7][CH2:8][CH:9]=[CH:10][CH2:11][CH2:12][CH2:13][CH3:14]. Given the product [C:1]1([CH3:15])[CH:6]=[CH:5][CH:4]=[CH:3][C:2]=1[CH2:7][CH2:8][CH2:9][CH2:10][CH2:11][CH2:12][CH2:13][CH3:14], predict the reactants needed to synthesize it.